Dataset: Forward reaction prediction with 1.9M reactions from USPTO patents (1976-2016). Task: Predict the product of the given reaction. (1) Given the reactants [C:1]([C:4]1[S:5][C:6]([Cl:9])=[CH:7][CH:8]=1)(=[O:3])[CH3:2].[H-].[Na+].[C:12](=O)([O:16]CC)[O:13][CH2:14][CH3:15].Cl, predict the reaction product. The product is: [Cl:9][C:6]1[S:5][C:4]([C:1](=[O:3])[CH2:2][C:12]([O:13][CH2:14][CH3:15])=[O:16])=[CH:8][CH:7]=1. (2) Given the reactants [F:1][C:2]([F:27])([F:26])[C:3]1[CH:8]=[CH:7][CH:6]=[CH:5][C:4]=1[C:9]1[CH:14]=[CH:13][N:12]2[N:15]=[CH:16][C:17]([NH:18]C(=O)OC(C)(C)C)=[C:11]2[N:10]=1.[ClH:28].O1CCOCC1, predict the reaction product. The product is: [ClH:28].[F:27][C:2]([F:1])([F:26])[C:3]1[CH:8]=[CH:7][CH:6]=[CH:5][C:4]=1[C:9]1[CH:14]=[CH:13][N:12]2[N:15]=[CH:16][C:17]([NH2:18])=[C:11]2[N:10]=1. (3) Given the reactants [CH3:1][C:2]1[CH:7]=[C:6]([N+:8]([O-:10])=[O:9])[CH:5]=[CH:4][C:3]=1[N:11]=[C:12]=[S:13].[NH2:14][C@@H:15]([CH:17]1[CH2:22][CH2:21][CH2:20][CH2:19][CH2:18]1)[CH3:16].Cl[CH:24]([CH3:28])[C:25](O)=[O:26], predict the reaction product. The product is: [CH3:1][C:2]1[CH:7]=[C:6]([N+:8]([O-:10])=[O:9])[CH:5]=[CH:4][C:3]=1[N:11]=[C:12]1[N:14]([C@@H:15]([CH:17]2[CH2:22][CH2:21][CH2:20][CH2:19][CH2:18]2)[CH3:16])[C:25](=[O:26])[CH:24]([CH3:28])[S:13]1. (4) Given the reactants [F:1][C:2]([F:12])([F:11])[C:3]1[NH:8][C:7](=S)[NH:6][C:5](=[O:10])[CH:4]=1.ClCC(O)=[O:16].[S], predict the reaction product. The product is: [F:1][C:2]([F:12])([F:11])[C:3]1[NH:8][C:7](=[O:16])[NH:6][C:5](=[O:10])[CH:4]=1. (5) Given the reactants Br[C:2]1[CH:7]=[CH:6][C:5]([N:8]2[C:12]([C:13]3[CH:18]=[CH:17][C:16]([S:19]([CH3:22])(=[O:21])=[O:20])=[CH:15][CH:14]=3)=[CH:11][CH:10]=[C:9]2[CH3:23])=[CH:4][CH:3]=1.[O:24]1[CH:28]=[CH:27][C:26](B(O)O)=[CH:25]1, predict the reaction product. The product is: [CH3:22][S:19]([C:16]1[CH:17]=[CH:18][C:13]([C:12]2[N:8]([C:5]3[CH:6]=[CH:7][C:2]([C:26]4[CH:27]=[CH:28][O:24][CH:25]=4)=[CH:3][CH:4]=3)[C:9]([CH3:23])=[CH:10][CH:11]=2)=[CH:14][CH:15]=1)(=[O:21])=[O:20]. (6) Given the reactants Cl[C:2]1[N:7]=[C:6]([CH3:8])[N:5]=[C:4]([N:9]([CH2:19][C:20]2[CH:25]=[CH:24][C:23]([O:26][CH3:27])=[CH:22][CH:21]=2)[CH2:10][C:11]2[CH:16]=[CH:15][C:14]([O:17][CH3:18])=[CH:13][CH:12]=2)[N:3]=1.[C:28]([O:32][C:33]([N:35]1[CH2:40][CH2:39][N:38]([CH2:41][C:42]2[CH:43]=[C:44](B(O)O)[C:45]([F:48])=[N:46][CH:47]=2)[CH2:37][CH2:36]1)=[O:34])([CH3:31])([CH3:30])[CH3:29].C([O-])(=O)C.[K+].CC(N)CC1C=CC=CC=1.OP(O)(O)=O.O1CCOCC1.O.ClC1N=C(C)N=C2C=1N=CN2C1CCCCO1, predict the reaction product. The product is: [CH3:18][O:17][C:14]1[CH:15]=[CH:16][C:11]([CH2:10][N:9]([CH2:19][C:20]2[CH:25]=[CH:24][C:23]([O:26][CH3:27])=[CH:22][CH:21]=2)[C:4]2[N:5]=[C:6]([CH3:8])[N:7]=[C:2]([C:44]3[CH:43]=[C:42]([CH2:41][N:38]4[CH2:39][CH2:40][N:35]([C:33]([O:32][C:28]([CH3:31])([CH3:30])[CH3:29])=[O:34])[CH2:36][CH2:37]4)[CH:47]=[N:46][C:45]=3[F:48])[N:3]=2)=[CH:12][CH:13]=1. (7) Given the reactants [CH2:1]1[C:10]2[C:5](=[CH:6][CH:7]=[CH:8][CH:9]=2)[CH2:4][CH:3]([C:11]([OH:13])=[O:12])[NH:2]1.[CH3:14][C:15]([O:18][C:19](O[C:19]([O:18][C:15]([CH3:17])([CH3:16])[CH3:14])=[O:20])=[O:20])([CH3:17])[CH3:16], predict the reaction product. The product is: [C:19]([N:2]1[CH:3]([C:11]([OH:13])=[O:12])[CH2:4][C:5]2[C:10](=[CH:9][CH:8]=[CH:7][CH:6]=2)[CH2:1]1)([O:18][C:15]([CH3:17])([CH3:16])[CH3:14])=[O:20]. (8) Given the reactants [NH2:1][CH2:2][C@@H:3]1[C@H:8]([CH3:9])[CH2:7][CH2:6][CH2:5][N:4]1C(C1C=C(C)C=CC=1C1C=NN(C)C=1)=O.[F:25][C:26]1[CH:34]=[CH:33][CH:32]=[C:31]([N:35]2[N:39]=[CH:38][CH:37]=[N:36]2)[C:27]=1[C:28]([OH:30])=O, predict the reaction product. The product is: [NH2:1][CH2:2][C@@H:3]1[C@H:8]([CH3:9])[CH2:7][CH2:6][CH2:5][N:4]1[C:28]([C:27]1[C:31]([N:35]2[N:39]=[CH:38][CH:37]=[N:36]2)=[CH:32][CH:33]=[CH:34][C:26]=1[F:25])=[O:30].